From a dataset of Full USPTO retrosynthesis dataset with 1.9M reactions from patents (1976-2016). Predict the reactants needed to synthesize the given product. (1) The reactants are: CS(O[CH2:6][CH2:7][O:8][CH:9]1[CH2:26][CH2:25][C:12]2([CH2:17][CH2:16][N:15]([C:18]([O:20][C:21]([CH3:24])([CH3:23])[CH3:22])=[O:19])[CH2:14][CH2:13]2)[CH2:11][CH2:10]1)(=O)=O.[H-].[Na+].[NH:29]1[CH:33]=[CH:32][N:31]=[CH:30]1. Given the product [N:29]1([CH2:6][CH2:7][O:8][CH:9]2[CH2:10][CH2:11][C:12]3([CH2:17][CH2:16][N:15]([C:18]([O:20][C:21]([CH3:23])([CH3:24])[CH3:22])=[O:19])[CH2:14][CH2:13]3)[CH2:25][CH2:26]2)[CH:33]=[CH:32][N:31]=[CH:30]1, predict the reactants needed to synthesize it. (2) Given the product [Br-:1].[CH2:12]([O:11][C:9]([C:8]1[CH:14]=[CH:15][C:5]([C:3](=[O:4])[CH2:2][P+:22]([C:23]2[CH:24]=[CH:25][CH:26]=[CH:27][CH:28]=2)([C:29]2[CH:34]=[CH:33][CH:32]=[CH:31][CH:30]=2)[C:16]2[CH:17]=[CH:18][CH:19]=[CH:20][CH:21]=2)=[CH:6][CH:7]=1)=[O:10])[CH3:13], predict the reactants needed to synthesize it. The reactants are: [Br:1][CH2:2][C:3]([C:5]1[CH:15]=[CH:14][C:8]([C:9]([O:11][CH2:12][CH3:13])=[O:10])=[CH:7][CH:6]=1)=[O:4].[C:16]1([P:22]([C:29]2[CH:34]=[CH:33][CH:32]=[CH:31][CH:30]=2)[C:23]2[CH:28]=[CH:27][CH:26]=[CH:25][CH:24]=2)[CH:21]=[CH:20][CH:19]=[CH:18][CH:17]=1.CC#N.